This data is from Aqueous solubility values for 9,982 compounds from the AqSolDB database. The task is: Regression/Classification. Given a drug SMILES string, predict its absorption, distribution, metabolism, or excretion properties. Task type varies by dataset: regression for continuous measurements (e.g., permeability, clearance, half-life) or binary classification for categorical outcomes (e.g., BBB penetration, CYP inhibition). For this dataset (solubility_aqsoldb), we predict Y. (1) The compound is Cc1cc(C)c(O)c(C(C)(C)C)c1. The Y is -3.17 log mol/L. (2) The molecule is CCN(CC)c1ccc2c(-c3ccccc3C(=O)O)c3ccc(N(CC)CC)cc3[o+]c2c1.Cc1nn(-c2ccccc2)c([O-])c1N=Nc1cc(S(=O)(=O)NCCCOC(C)C)ccc1[O-].Cc1nn(-c2ccccc2)c([O-])c1N=Nc1cc(S(=O)(=O)NCCCOC(C)C)ccc1[O-].[Co+3]. The Y is -3.24 log mol/L. (3) The drug is Nc1ncnc2c1ncn2C1OC(COP(=O)(O)OP(=O)(O)OP(=O)(O)O)C(O)C1O. The Y is 0.295 log mol/L. (4) The molecule is CN(C=O)c1ccccc1. The Y is -1.49 log mol/L. (5) The Y is -7.94 log mol/L. The molecule is Clc1c(Cl)c(Cl)c(Oc2ccccc2)c(Cl)c1Cl.